Predict the reaction yield, written as a fraction of the theoretical maximum amount of product (1.0 means a 100% yield; for example, 0.34 means a 34% yield). From a dataset of Reaction yield outcomes from USPTO patents with 853,638 reactions. (1) The reactants are [NH2:1][C:2]1[N:3]=[C:4]([CH3:21])[C:5]2[C:11](=S)[NH:10][C@@H:9]([C:13]3[CH:18]=[CH:17][C:16]([F:19])=[CH:15][C:14]=3[Br:20])[CH2:8][C:6]=2[N:7]=1.[NH2:22][O:23][C@H:24]1[CH2:28][N:27]([C:29]([O:31][C:32]([CH3:35])([CH3:34])[CH3:33])=[O:30])[C@H:26]([C:36]([O:38][CH3:39])=[O:37])[CH2:25]1. The catalyst is [Hg](OC(C)=O)OC(C)=O.C1(C)C=CC=CC=1. The product is [NH2:1][C:2]1[N:3]=[C:4]([CH3:21])[C:5]2=[C:6]([CH2:8][C@H:9]([C:13]3[CH:18]=[CH:17][C:16]([F:19])=[CH:15][C:14]=3[Br:20])[NH:10]/[C:11]/2=[N:22]\[O:23][C@H:24]2[CH2:28][N:27]([C:29]([O:31][C:32]([CH3:33])([CH3:34])[CH3:35])=[O:30])[C@H:26]([C:36]([O:38][CH3:39])=[O:37])[CH2:25]2)[N:7]=1. The yield is 5.70. (2) The reactants are [NH:1]1[C:9]2[C:4](=[CH:5][CH:6]=[C:7](/[CH:10]=[C:11]3/[C:12](=[O:28])[NH:13][C:14]4[C:19]/3=[CH:18][C:17]([NH:20]C(=O)OC(C)(C)C)=[CH:16][CH:15]=4)[CH:8]=2)[CH:3]=[N:2]1.[C:29]([OH:35])([C:31]([F:34])([F:33])[F:32])=[O:30]. The catalyst is C(Cl)Cl. The product is [F:32][C:31]([F:34])([F:33])[C:29]([O-:35])=[O:30].[NH:1]1[C:9]2[C:4](=[CH:5][CH:6]=[C:7](/[CH:10]=[C:11]3/[C:12](=[O:28])[NH:13][C:14]4[C:19]/3=[CH:18][C:17]([NH3+:20])=[CH:16][CH:15]=4)[CH:8]=2)[CH:3]=[N:2]1. The yield is 0.560. (3) The reactants are II.[CH2:3]([O:10][C:11]1[CH:18]=[CH:17][C:14]([CH:15]=O)=[C:13]([N+:19]([O-:21])=[O:20])[C:12]=1[O:22][CH3:23])[C:4]1[CH:9]=[CH:8][CH:7]=[CH:6][CH:5]=1.[OH-].[NH4+:25].S([O-])([O-])=O.[Na+].[Na+]. The catalyst is C1COCC1. The product is [CH2:3]([O:10][C:11]1[CH:18]=[CH:17][C:14]([C:15]#[N:25])=[C:13]([N+:19]([O-:21])=[O:20])[C:12]=1[O:22][CH3:23])[C:4]1[CH:9]=[CH:8][CH:7]=[CH:6][CH:5]=1. The yield is 0.950. (4) The reactants are [C:1]([C:5]1[CH:6]=[C:7]([N:15]2[C:19]([CH:20]([CH:23]3[CH2:28][CH2:27][CH2:26][CH2:25][CH2:24]3)[O:21][CH3:22])=[C:18]([CH3:29])[C:17]([C:30](O)=[O:31])=[CH:16]2)[CH:8]=[C:9]([C:11]2([CH3:14])[CH2:13][CH2:12]2)[CH:10]=1)([CH3:4])([CH3:3])[CH3:2].CN(C(ON1N=[N:48][C:43]2[CH:44]=[CH:45]C=N[C:42]1=2)=[N+](C)C)C.F[P-](F)(F)(F)(F)F.CN([CH:60]=[O:61])C. The catalyst is O. The product is [C:11]([C:9]1[CH:8]=[C:7]([N:15]2[C:19]([CH:20]([CH:23]3[CH2:24][CH2:25][CH2:26][CH2:27][CH2:28]3)[O:21][CH3:22])=[C:18]([CH3:29])[C:17]([C:30]([NH:48][CH:43]3[CH2:42][CH2:60][O:61][CH2:45][CH2:44]3)=[O:31])=[CH:16]2)[CH:6]=[C:5]([C:1]2([CH3:2])[CH2:3][CH2:4]2)[CH:10]=1)([CH3:14])([CH3:13])[CH3:12]. The yield is 0.380. (5) The reactants are [CH3:1][C:2]1[C:7]([CH3:8])=[C:6]([C:9]2[C:10]([OH:17])=[CH:11][CH:12]=[C:13]([CH3:16])[C:14]=2[CH3:15])[C:5]([OH:18])=[CH:4][CH:3]=1.C1(C)C=CC=CC=1.[C:26](Cl)(=[O:33])[C:27]1[CH:32]=[CH:31][CH:30]=[CH:29][CH:28]=1.Cl. The catalyst is Cl[Ti](Cl)(Cl)Cl.C(OCC)(=O)C. The product is [C:26]([O:18][C:5]1[CH:4]=[CH:3][C:2]([CH3:1])=[C:7]([CH3:8])[C:6]=1[C:9]1[C:10]([OH:17])=[CH:11][CH:12]=[C:13]([CH3:16])[C:14]=1[CH3:15])(=[O:33])[C:27]1[CH:32]=[CH:31][CH:30]=[CH:29][CH:28]=1. The yield is 0.930. (6) The reactants are [N+:1]([C:4]1[CH:12]=[CH:11][CH:10]=[C:9]2[C:5]=1[C:6](=[O:37])[N:7]([C:14]1([CH2:22][CH2:23][CH2:24][CH2:25][NH:26][C:27](=[O:36])[O:28][CH2:29][C:30]3[CH:35]=[CH:34][CH:33]=[CH:32][CH:31]=3)[CH2:19][CH2:18][C:17](=[O:20])[NH:16][C:15]1=[O:21])[C:8]2=[O:13])([O-])=O.[H][H]. The catalyst is C(O)C.[Ni]. The product is [NH2:1][C:4]1[CH:12]=[CH:11][CH:10]=[C:9]2[C:5]=1[C:6](=[O:37])[N:7]([C:14]1([CH2:22][CH2:23][CH2:24][CH2:25][NH:26][C:27](=[O:36])[O:28][CH2:29][C:30]3[CH:35]=[CH:34][CH:33]=[CH:32][CH:31]=3)[CH2:19][CH2:18][C:17](=[O:20])[NH:16][C:15]1=[O:21])[C:8]2=[O:13]. The yield is 0.490. (7) The reactants are [Cl:1][C:2]1[C:11]2[C:6](=[CH:7][CH:8]=[CH:9][CH:10]=2)[CH:5]=[CH:4][C:3]=1[O:12][CH3:13].[Al+3].[Cl-].[Cl-].[Cl-].ClC[CH2:20][C:21](Cl)=[O:22].Cl[CH2:25][Cl:26]. No catalyst specified. The product is [Cl:26][CH2:25][C:21](=[O:22])[CH2:20][C:8]1[CH:9]=[CH:10][C:11]2[C:6](=[CH:5][CH:4]=[C:3]([O:12][CH3:13])[C:2]=2[Cl:1])[CH:7]=1. The yield is 0.900. (8) The reactants are C([O-])(=O)C.[K+].[Br:6][C:7]1[CH:16]=[CH:15][C:10]([C:11]([O:13][CH3:14])=[O:12])=[CH:9][C:8]=1[CH2:17]Br.O.C(OCC)(=O)C. The catalyst is C(O)(=O)C. The product is [Br:6][C:7]1[CH:16]=[CH:15][C:10]([C:11]([O:13][CH3:14])=[O:12])=[CH:9][C:8]=1[CH3:17]. The yield is 0.570.